This data is from Full USPTO retrosynthesis dataset with 1.9M reactions from patents (1976-2016). The task is: Predict the reactants needed to synthesize the given product. (1) Given the product [C:1]([C:5]1[C:14]2[CH:13]=[C:12](/[C:15](/[CH2:20][CH3:21])=[C:16](/[F:19])\[CH:17]=[O:18])[C:11]([O:22][CH2:23][CH3:24])=[CH:10][C:9]=2[C:8]([CH3:25])([CH3:26])[CH2:7][CH:6]=1)([CH3:4])([CH3:2])[CH3:3], predict the reactants needed to synthesize it. The reactants are: [C:1]([C:5]1[C:14]2[CH:13]=[C:12](/[C:15](/[CH2:20][CH3:21])=[C:16](/[F:19])\[CH2:17][OH:18])[C:11]([O:22][CH2:23][CH3:24])=[CH:10][C:9]=2[C:8]([CH3:26])([CH3:25])[CH2:7][CH:6]=1)([CH3:4])([CH3:3])[CH3:2].C([N+](CCC)(CCC)CCC)CC.C[N+]1([O-])CCOCC1.ClCCl. (2) Given the product [F:37][C:36]([F:39])([F:38])[C:33]1[CH:34]=[CH:35][C:30]([O:29][C:27](=[O:28])[N:2]([C@H:3]2[CH2:4][CH2:5][C@H:6]([CH2:9][CH2:10][CH2:11][CH2:12][CH2:13][N:44]([CH2:43][CH:40]=[CH2:41])[CH3:20])[CH2:7][CH2:8]2)[CH3:1])=[CH:31][CH:32]=1, predict the reactants needed to synthesize it. The reactants are: [CH3:1][NH:2][C@H:3]1[CH2:8][CH2:7][C@H:6]([CH2:9][CH2:10][CH2:11][CH2:12][CH2:13]OS(C)(=O)=O)[CH2:5][CH2:4]1.F[C:20](F)(F)C(O)=O.Cl[C:27]([O:29][C:30]1[CH:35]=[CH:34][C:33]([C:36]([F:39])([F:38])[F:37])=[CH:32][CH:31]=1)=[O:28].[CH2:40]([CH2:43][NH2:44])[CH:41]=C.